Dataset: Forward reaction prediction with 1.9M reactions from USPTO patents (1976-2016). Task: Predict the product of the given reaction. The product is: [F:32][C:31]([F:33])([F:34])[C:30]([C:27]1[CH:26]=[CH:25][C:24]([N:10]2[CH2:11][CH2:12][N:13]([S:15]([C:18]3[S:19][CH:20]=[CH:21][N:22]=3)(=[O:17])=[O:16])[CH2:14][C@@H:9]2[CH2:8][N:3]2[CH2:4][CH2:5][O:6][CH2:7][C@@H:2]2[CH3:1])=[CH:29][CH:28]=1)([OH:36])[CH3:35]. Given the reactants [CH3:1][C@H:2]1[CH2:7][O:6][CH2:5][CH2:4][N:3]1[CH2:8][C@H:9]1[CH2:14][N:13]([S:15]([C:18]2[S:19][CH:20]=[CH:21][N:22]=2)(=[O:17])=[O:16])[CH2:12][CH2:11][NH:10]1.Br[C:24]1[CH:29]=[CH:28][C:27]([C:30]([OH:36])([CH3:35])[C:31]([F:34])([F:33])[F:32])=[CH:26][CH:25]=1.CC(C)([O-])C.[Na+].C1(P(C2CCCCC2)C2C=CC=CC=2C2C(OC(C)C)=CC=CC=2OC(C)C)CCCCC1, predict the reaction product.